From a dataset of Full USPTO retrosynthesis dataset with 1.9M reactions from patents (1976-2016). Predict the reactants needed to synthesize the given product. (1) Given the product [NH2:8][C:9]1[N:14]=[C:13]([CH2:15][CH2:16][NH:17][C:25]2[CH:26]=[CH:27][C:28]([NH:31][C:32](=[O:33])[C:34]3[CH:39]=[CH:38][C:37]([CH3:40])=[N:36][C:35]=3[N:41]3[CH2:46][CH2:45][CH:44]([CH3:47])[CH2:43][CH2:42]3)=[CH:29][CH:30]=2)[CH:12]=[CH:11][CH:10]=1, predict the reactants needed to synthesize it. The reactants are: C(OC([NH:8][C:9]1[N:14]=[C:13]([CH2:15][CH2:16][N:17]([C:25]2[CH:30]=[CH:29][C:28]([NH:31][C:32]([C:34]3[C:35]([N:41]4[CH2:46][CH2:45][CH:44]([CH3:47])[CH2:43][CH2:42]4)=[N:36][C:37]([CH3:40])=[CH:38][CH:39]=3)=[O:33])=[CH:27][CH:26]=2)C(=O)OC(C)(C)C)[CH:12]=[CH:11][CH:10]=1)=O)(C)(C)C.FC(F)(F)C(O)=O. (2) Given the product [I:14][C:15]1[CH:20]=[CH:19][C:18]([O:21][C:2]2[CH:9]=[CH:8][C:5]([C:6]#[N:7])=[C:4]([C:10]([F:13])([F:12])[F:11])[CH:3]=2)=[CH:17][CH:16]=1, predict the reactants needed to synthesize it. The reactants are: F[C:2]1[CH:9]=[CH:8][C:5]([C:6]#[N:7])=[C:4]([C:10]([F:13])([F:12])[F:11])[CH:3]=1.[I:14][C:15]1[CH:20]=[CH:19][C:18]([OH:21])=[CH:17][CH:16]=1.C(=O)([O-])[O-].[Na+].[Na+]. (3) Given the product [C:17]1([C:14]2[N:13]=[CH:12][C:11]([CH2:10][OH:9])=[CH:16][CH:15]=2)[CH:22]=[CH:21][CH:20]=[CH:19][CH:18]=1, predict the reactants needed to synthesize it. The reactants are: [H-].[Al+3].[Li+].[H-].[H-].[H-].C([O:9][C:10](=O)[C:11]1[CH:16]=[CH:15][C:14]([C:17]2[CH:22]=[CH:21][CH:20]=[CH:19][CH:18]=2)=[N:13][CH:12]=1)C.[OH-].[Na+].S([O-])([O-])(=O)=O.[Na+].[Na+]. (4) Given the product [Cl:1][C:2]1[N:6]([CH3:7])[N:5]=[C:4]([C:8]2[CH:13]=[CH:12][CH:11]=[CH:10][N:9]=2)[C:3]=1/[C:14](/[C:20]1[CH:25]=[CH:24][C:23]([Cl:26])=[CH:22][C:21]=1[CH3:27])=[CH:15]\[CH2:16][C:17]([O-:19])=[O:18].[CH3:28][C:29]([NH3+:32])([CH3:31])[CH3:30], predict the reactants needed to synthesize it. The reactants are: [Cl:1][C:2]1[N:6]([CH3:7])[N:5]=[C:4]([C:8]2[CH:13]=[CH:12][CH:11]=[CH:10][N:9]=2)[C:3]=1/[C:14](/[C:20]1[CH:25]=[CH:24][C:23]([Cl:26])=[CH:22][C:21]=1[CH3:27])=[CH:15]\[CH2:16][C:17]([OH:19])=[O:18].[CH3:28][C:29]([NH2:32])([CH3:31])[CH3:30]. (5) Given the product [OH:20][C:16]1[CH:15]=[CH:14][CH:13]=[C:12]2[C:17]=1[CH2:18][CH2:19][CH:10]([N:9]([CH2:21][CH2:22][CH3:23])[CH2:8][CH2:7][N:1]1[CH2:6][CH2:5][N:4]([C:33]([C:26]3[C:27]4[C:32](=[CH:31][CH:30]=[CH:29][CH:28]=4)[NH:24][CH:25]=3)=[O:34])[CH2:3][CH2:2]1)[CH2:11]2, predict the reactants needed to synthesize it. The reactants are: [N:1]1([CH2:7][CH2:8][N:9]([CH2:21][CH2:22][CH3:23])[CH:10]2[CH2:19][CH2:18][C:17]3[C:16]([OH:20])=[CH:15][CH:14]=[CH:13][C:12]=3[CH2:11]2)[CH2:6][CH2:5][NH:4][CH2:3][CH2:2]1.[NH:24]1[C:32]2[C:27](=[CH:28][CH:29]=[CH:30][CH:31]=2)[C:26]([C:33](O)=[O:34])=[CH:25]1. (6) The reactants are: [C:1]([C:3]1[CH:4]=[N:5][N:6]2[C:11]([C:12]([F:15])([F:14])[F:13])=[CH:10][C:9]([C:16]3[CH:21]=[CH:20][C:19]([C:22]([F:25])([F:24])[F:23])=[CH:18][CH:17]=3)=[N:8][C:7]=12)#[CH:2].Br[C:27]1[CH:28]=[C:29]([S:33]([NH:36][CH2:37][CH2:38][N:39]([CH3:41])[CH3:40])(=[O:35])=[O:34])[CH:30]=[CH:31][CH:32]=1. Given the product [CH3:40][N:39]([CH3:41])[CH2:38][CH2:37][NH:36][S:33]([C:29]1[CH:30]=[CH:31][CH:32]=[C:27]([C:2]#[C:1][C:3]2[CH:4]=[N:5][N:6]3[C:11]([C:12]([F:14])([F:13])[F:15])=[CH:10][C:9]([C:16]4[CH:21]=[CH:20][C:19]([C:22]([F:25])([F:24])[F:23])=[CH:18][CH:17]=4)=[N:8][C:7]=23)[CH:28]=1)(=[O:34])=[O:35], predict the reactants needed to synthesize it.